The task is: Predict which catalyst facilitates the given reaction.. This data is from Catalyst prediction with 721,799 reactions and 888 catalyst types from USPTO. Reactant: [NH:1]1[C:9]2[C:4](=[CH:5][C:6]([NH:10][C:11]3[C:20]4[C:15](=[CH:16][CH:17]=[CH:18][CH:19]=4)[N:14]=[C:13]([C:21]4[CH:22]=[C:23]([CH:29]=[CH:30][CH:31]=4)[O:24][CH2:25][C:26](O)=[O:27])[N:12]=3)=[CH:7][CH:8]=2)[CH:3]=[N:2]1.C1CN([P+](ON2N=NC3C=CC=CC2=3)(N2CCCC2)N2CCCC2)CC1.F[P-](F)(F)(F)(F)F.CCN(C(C)C)C(C)C.[CH3:74][C:75]([NH2:79])([C:77]#[CH:78])[CH3:76]. Product: [NH:1]1[C:9]2[C:4](=[CH:5][C:6]([NH:10][C:11]3[C:20]4[C:15](=[CH:16][CH:17]=[CH:18][CH:19]=4)[N:14]=[C:13]([C:21]4[CH:22]=[C:23]([CH:29]=[CH:30][CH:31]=4)[O:24][CH2:25][C:26]([NH:79][C:75]([CH3:76])([C:77]#[CH:78])[CH3:74])=[O:27])[N:12]=3)=[CH:7][CH:8]=2)[CH:3]=[N:2]1. The catalyst class is: 59.